Task: Predict the reactants needed to synthesize the given product.. Dataset: Full USPTO retrosynthesis dataset with 1.9M reactions from patents (1976-2016) Given the product [O:30]1[CH2:34][CH2:33][CH2:32][N:31]1[C:19]([C:14]1[N:15]([CH3:18])[N:16]=[CH:17][C:13]=1[NH:12][C:10]([C:8]1[C:7]([NH:22][C:23]2[CH:28]=[N:27][CH:26]=[N:25][CH:24]=2)=[N:6][CH:5]=[C:4]([CH:1]2[CH2:3][CH2:2]2)[N:9]=1)=[O:11])=[O:21], predict the reactants needed to synthesize it. The reactants are: [CH:1]1([C:4]2[N:9]=[C:8]([C:10]([NH:12][C:13]3[CH:17]=[N:16][N:15]([CH3:18])[C:14]=3[C:19]([OH:21])=O)=[O:11])[C:7]([NH:22][C:23]3[CH:24]=[N:25][CH:26]=[N:27][CH:28]=3)=[N:6][CH:5]=2)[CH2:3][CH2:2]1.Cl.[O:30]1[CH2:34][CH2:33][CH2:32][NH:31]1.